Dataset: Forward reaction prediction with 1.9M reactions from USPTO patents (1976-2016). Task: Predict the product of the given reaction. The product is: [CH3:16][O:17][C:8]1[N:7]=[C:6]2[CH:9]=[CH:10][NH:12][C:5]2=[CH:4][CH:3]=1. Given the reactants CO[C:3]1[CH:4]=[C:5]([N+:12]([O-])=O)[C:6]([CH2:9][C:10]#N)=[N:7][CH:8]=1.C[CH2:16][OH:17].CCOC(C)=O, predict the reaction product.